Dataset: Reaction yield outcomes from USPTO patents with 853,638 reactions. Task: Predict the reaction yield, written as a fraction of the theoretical maximum amount of product (1.0 means a 100% yield; for example, 0.34 means a 34% yield). (1) The reactants are [Br:1][C:2]1[CH:7]=[CH:6][C:5]2[C:8]3[C:13]([C:14]4([CH2:19][CH2:18][NH:17][CH2:16][CH2:15]4)[C:4]=2[CH:3]=1)=[CH:12][C:11]([Br:20])=[CH:10][CH:9]=3.[CH2:21]=O. The catalyst is ClCCCl. The product is [Br:1][C:2]1[CH:7]=[CH:6][C:5]2[C:8]3[C:13]([C:14]4([CH2:15][CH2:16][N:17]([CH3:21])[CH2:18][CH2:19]4)[C:4]=2[CH:3]=1)=[CH:12][C:11]([Br:20])=[CH:10][CH:9]=3. The yield is 0.939. (2) The reactants are [SH:1][CH2:2][CH2:3][OH:4].[OH-].[Na+].[Cl:7][CH2:8][CH2:9][N:10]([CH2:34][CH2:35][Cl:36])[P:11]([N:27]([CH2:31][CH2:32][Cl:33])[CH2:28][CH2:29][Cl:30])(=[O:26])[O:12][CH2:13][CH2:14]OS(C1C=CC(Br)=CC=1)(=O)=O. The catalyst is CO. The product is [Cl:36][CH2:35][CH2:34][N:10]([CH2:9][CH2:8][Cl:7])[P:11]([N:27]([CH2:28][CH2:29][Cl:30])[CH2:31][CH2:32][Cl:33])(=[O:26])[O:12][CH2:13][CH2:14][S:1][CH2:2][CH2:3][OH:4]. The yield is 0.550. (3) The reactants are [Br:1][C:2]1[CH:3]=[C:4]([CH:8]=[CH:9][C:10]=1[F:11])[C:5]([OH:7])=[O:6].[Si](C=[N+]=[N-])(C)(C)[CH3:13].CCOCC. The catalyst is C1COCC1.CO. The product is [CH3:13][O:6][C:5](=[O:7])[C:4]1[CH:8]=[CH:9][C:10]([F:11])=[C:2]([Br:1])[CH:3]=1. The yield is 1.00. (4) The product is [ClH:23].[ClH:23].[ClH:23].[NH2:8][CH2:9][C@H:10]([N:15]1[CH2:16][CH2:17][N:18]([CH2:21][CH3:22])[CH2:19][CH2:20]1)[C:11]([O:13][CH3:14])=[O:12]. The yield is 0.540. The reactants are C(OC([NH:8][CH2:9][C@H:10]([N:15]1[CH2:20][CH2:19][N:18]([CH2:21][CH3:22])[CH2:17][CH2:16]1)[C:11]([O:13][CH3:14])=[O:12])=O)(C)(C)C.[ClH:23]. The catalyst is CO. (5) The catalyst is [Cl-].[Na+].O. The reactants are [CH2:1]([C:3]1[CH:4]=[C:5]2[C:10](=[CH:11][C:12]=1[OH:13])[O:9][CH:8]([C:14]([F:17])([F:16])[F:15])[C:7]([C:18]([O:20][CH2:21][CH3:22])=[O:19])=[CH:6]2)[CH3:2].C(=O)([O-])[O-].[K+].[K+].Cl[C:30]1[CH:35]=[CH:34][N:33]=[C:32]([S:36][CH3:37])[N:31]=1. The product is [CH2:1]([C:3]1[CH:4]=[C:5]2[C:10](=[CH:11][C:12]=1[O:13][C:30]1[CH:35]=[CH:34][N:33]=[C:32]([S:36][CH3:37])[N:31]=1)[O:9][CH:8]([C:14]([F:15])([F:16])[F:17])[C:7]([C:18]([O:20][CH2:21][CH3:22])=[O:19])=[CH:6]2)[CH3:2]. The yield is 0.430. (6) The yield is 0.110. The reactants are ClC1C=CC(C2C3C=C(OCC([NH:23][C:24]4[CH:29]=[CH:28][C:27]([OH:30])=[C:26]([OH:31])[CH:25]=4)=O)C=CC=3N3C(C)=NN=C3[C@H](CC(NCC)=O)N=2)=CC=1.[Cl:42][C:43]1[CH:48]=[CH:47][C:46]([C:49]2[C:55]3[CH:56]=[C:57]([O:60][CH2:61][CH2:62][CH2:63][CH2:64][C:65](O)=[O:66])[CH:58]=[CH:59][C:54]=3[N:53]3[C:68]([CH3:71])=[N:69][N:70]=[C:52]3[C@H:51]([CH2:72][C:73]([NH:75][CH2:76][CH3:77])=[O:74])[N:50]=2)=[CH:45][CH:44]=1.ClC1C=CC(C2C3C=C(OCC(O)=O)C=CC=3N3C(C)=NN=C3C(CC(NCC)=O)N=2)=CC=1. The product is [Cl:42][C:43]1[CH:48]=[CH:47][C:46]([C:49]2[C:55]3[CH:56]=[C:57]([O:60][CH2:61][CH2:62][CH2:63][CH2:64][C:65]([NH:23][C:24]4[CH:29]=[CH:28][C:27]([OH:30])=[C:26]([OH:31])[CH:25]=4)=[O:66])[CH:58]=[CH:59][C:54]=3[N:53]3[C:68]([CH3:71])=[N:69][N:70]=[C:52]3[C@H:51]([CH2:72][C:73]([NH:75][CH2:76][CH3:77])=[O:74])[N:50]=2)=[CH:45][CH:44]=1. No catalyst specified. (7) The reactants are Br[C:2]1[C:10]2[O:9][CH2:8][CH:7]([C:11]3[CH:16]=[CH:15][C:14]([CH:17]([CH3:19])[CH3:18])=[CH:13][CH:12]=3)[C:6]=2[C:5]([CH3:20])=[C:4]([NH:21][C:22](=[O:28])[CH2:23][C:24]([CH3:27])([CH3:26])[CH3:25])[C:3]=1[CH3:29].[CH3:30][N:31]([CH3:41])[C:32]1[N:37]=[CH:36][C:35](B(O)O)=[CH:34][CH:33]=1. No catalyst specified. The product is [CH3:30][N:31]([CH3:41])[C:32]1[N:37]=[CH:36][C:35]([C:2]2[C:10]3[O:9][CH2:8][CH:7]([C:11]4[CH:16]=[CH:15][C:14]([CH:17]([CH3:18])[CH3:19])=[CH:13][CH:12]=4)[C:6]=3[C:5]([CH3:20])=[C:4]([NH:21][C:22](=[O:28])[CH2:23][C:24]([CH3:27])([CH3:26])[CH3:25])[C:3]=2[CH3:29])=[CH:34][CH:33]=1. The yield is 0.260.